This data is from Full USPTO retrosynthesis dataset with 1.9M reactions from patents (1976-2016). The task is: Predict the reactants needed to synthesize the given product. Given the product [OH:5][CH2:4][C:3]1([CH3:9])[CH2:6][N:13]([CH3:16])[C:11](=[O:12])[NH:10]1, predict the reactants needed to synthesize it. The reactants are: Cl.N[C:3]([CH3:9])([CH2:6]NC)[CH2:4][OH:5].[NH2:10][C:11]([NH2:13])=[O:12].N.Cl[CH2:16]Cl.